This data is from Full USPTO retrosynthesis dataset with 1.9M reactions from patents (1976-2016). The task is: Predict the reactants needed to synthesize the given product. (1) Given the product [C:17]([O:16][C:14]([N:12]1[CH:13]=[C:9]([C:23]2[CH:24]=[C:25]3[C:29](=[CH:30][CH:31]=2)[NH:28][C:27]([C:71]([O:70][CH2:69][CH3:68])=[O:72])=[CH:26]3)[CH:10]=[N:11]1)=[O:15])([CH3:18])([CH3:19])[CH3:20], predict the reactants needed to synthesize it. The reactants are: CC1(C)C(C)(C)OB([C:9]2[CH:10]=[N:11][N:12]([C:14]([O:16][C:17]([CH3:20])([CH3:19])[CH3:18])=[O:15])[CH:13]=2)O1.Br[C:23]1[CH:24]=[C:25]2[C:29](=[CH:30][CH:31]=1)[NH:28][CH:27]=[CH:26]2.[F-].[Cs+].CC(C1C=C(C(C)C)C(C2C=CC=CC=2P(C2CCCCC2)C2CCCCC2)=C(C(C)C)C=1)C.[CH3:68][CH2:69][O:70][C:71](C)=[O:72]. (2) Given the product [CH2:1]([O:8][C:9]([N:11]1[CH:15]([C:16](=[O:18])[NH:58][C:59]2[CH:64]=[CH:63][CH:62]=[CH:61][CH:60]=2)[CH2:14][S:13][CH:12]1[C:19]1[CH:20]=[N:27][CH:26]=[CH:23][CH:24]=1)=[O:10])[C:2]1[CH:3]=[CH:4][CH:5]=[CH:6][CH:7]=1, predict the reactants needed to synthesize it. The reactants are: [CH2:1]([O:8][C:9]([N:11]1[CH:15]([C:16]([OH:18])=O)[CH2:14][S:13][CH:12]1[C:19]1[CH:24]=[CH:23]N=C[CH:20]=1)=[O:10])[C:2]1[CH:7]=[CH:6][CH:5]=[CH:4][CH:3]=1.C[CH2:26][N:27](C(C)C)C(C)C.CN(C(ON1N=NC2C=CC=NC1=2)=[N+](C)C)C.F[P-](F)(F)(F)(F)F.[NH2:58][C:59]1[CH:64]=[CH:63][CH:62]=[CH:61][CH:60]=1. (3) Given the product [C:18]([O:17][C:16]([NH:15][CH2:14][C@H:11]1[CH2:10][CH2:9][C@H:8]([C:5]2[CH:4]=[CH:3][C:2]([NH:1][C:24](=[O:29])[C:25]([O:27][CH3:28])=[O:26])=[CH:7][CH:6]=2)[CH2:13][CH2:12]1)=[O:22])([CH3:19])([CH3:21])[CH3:20], predict the reactants needed to synthesize it. The reactants are: [NH2:1][C:2]1[CH:7]=[CH:6][C:5]([C@H:8]2[CH2:13][CH2:12][C@H:11]([CH2:14][NH:15][C:16](=[O:22])[O:17][C:18]([CH3:21])([CH3:20])[CH3:19])[CH2:10][CH2:9]2)=[CH:4][CH:3]=1.Cl[C:24](=[O:29])[C:25]([O:27][CH3:28])=[O:26].N1(C2C=CC(NC(=O)C(OC)=O)=CC=2)CCOCC1.